From a dataset of Reaction yield outcomes from USPTO patents with 853,638 reactions. Predict the reaction yield, written as a fraction of the theoretical maximum amount of product (1.0 means a 100% yield; for example, 0.34 means a 34% yield). (1) The reactants are [C:1]([O:4][CH2:5][C@H:6]([NH:21][C:22]([O:24][CH2:25][C:26]1[CH:31]=[CH:30][CH:29]=[CH:28][CH:27]=1)=[O:23])[C:7]([N:9]1[CH2:13][CH2:12][CH2:11][C@H:10]1[C:14]([O:16]C(C)(C)C)=[O:15])=[O:8])(=[O:3])[CH3:2].C(O)(C(F)(F)F)=O.C(Cl)Cl. The catalyst is C(Cl)Cl.O. The product is [C:1]([O:4][CH2:5][C@H:6]([NH:21][C:22]([O:24][CH2:25][C:26]1[CH:27]=[CH:28][CH:29]=[CH:30][CH:31]=1)=[O:23])[C:7]([N:9]1[CH2:13][CH2:12][CH2:11][C@H:10]1[C:14]([OH:16])=[O:15])=[O:8])(=[O:3])[CH3:2]. The yield is 0.920. (2) The reactants are [CH3:1][C:2]1[C:11]([CH3:12])=[CH:10][C:9]([N+:13]([O-])=O)=[C:8]2[C:3]=1[CH:4]=[CH:5][CH:6]=[N:7]2.O.NN. The catalyst is [Ni].CO. The product is [CH3:1][C:2]1[C:11]([CH3:12])=[CH:10][C:9]([NH2:13])=[C:8]2[C:3]=1[CH:4]=[CH:5][CH:6]=[N:7]2. The yield is 0.770. (3) The reactants are C([Si](C)(C)[O:6][C@@H:7]1[CH2:12][CH2:11][CH2:10][C@H:9]([NH:13][CH2:14][CH2:15][C:16]2[CH:31]=[CH:30][C:19]([O:20][C:21]3[CH:29]=[CH:28][C:24]([C:25]([NH2:27])=[O:26])=[CH:23][N:22]=3)=[CH:18][CH:17]=2)[CH2:8]1)(C)(C)C.[F-].C([N+](CCCC)(CCCC)CCCC)CCC. The catalyst is C1COCC1. The product is [OH:6][C@@H:7]1[CH2:12][CH2:11][CH2:10][C@H:9]([NH:13][CH2:14][CH2:15][C:16]2[CH:31]=[CH:30][C:19]([O:20][C:21]3[CH:29]=[CH:28][C:24]([C:25]([NH2:27])=[O:26])=[CH:23][N:22]=3)=[CH:18][CH:17]=2)[CH2:8]1. The yield is 0.700. (4) The reactants are Cl[C:2](OC1C=CC([N+]([O-])=O)=CC=1)=[O:3].[NH2:14][CH:15]1[CH2:20][CH2:19][CH:18]([C:21]([NH2:23])=[O:22])[CH2:17][CH2:16]1.CCN(C(C)C)C(C)C.CS(O)(=O)=O.[NH2:38][CH2:39][C:40]1[CH:41]=[C:42]2[C:46](=[CH:47][CH:48]=1)[C:45](=[O:49])[N:44]([CH:50]1[CH2:55][CH2:54][C:53](=[O:56])[NH:52][C:51]1=[O:57])[CH2:43]2. The catalyst is CC#N. The product is [O:57]=[C:51]1[CH:50]([N:44]2[CH2:43][C:42]3[C:46](=[CH:47][CH:48]=[C:40]([CH2:39][NH:38][C:2](=[O:3])[NH:14][CH:15]4[CH2:20][CH2:19][CH:18]([C:21]([NH2:23])=[O:22])[CH2:17][CH2:16]4)[CH:41]=3)[C:45]2=[O:49])[CH2:55][CH2:54][C:53](=[O:56])[NH:52]1. The yield is 0.300.